This data is from Full USPTO retrosynthesis dataset with 1.9M reactions from patents (1976-2016). The task is: Predict the reactants needed to synthesize the given product. (1) The reactants are: [F:1][C:2]1[CH:3]=[C:4]([O:9][CH3:10])[CH:5]=[C:6]([F:8])[CH:7]=1.[N+:11]([O-])([OH:13])=[O:12].O.C(OCC)(=O)C. Given the product [F:1][C:2]1[CH:7]=[C:6]([F:8])[CH:5]=[C:4]([O:9][CH3:10])[C:3]=1[N+:11]([O-:13])=[O:12], predict the reactants needed to synthesize it. (2) Given the product [Si:1]([O:8][C:9]1[CH:10]=[C:11]([CH:14]=[CH:15][C:16]=1[O:17][CH3:18])[CH2:12][Cl:21])([C:4]([CH3:7])([CH3:6])[CH3:5])([CH3:3])[CH3:2], predict the reactants needed to synthesize it. The reactants are: [Si:1]([O:8][C:9]1[CH:10]=[C:11]([CH:14]=[CH:15][C:16]=1[O:17][CH3:18])[CH2:12]O)([C:4]([CH3:7])([CH3:6])[CH3:5])([CH3:3])[CH3:2].S(Cl)([Cl:21])=O.C(Cl)(Cl)Cl. (3) Given the product [Cl:6][C:7]1[CH:8]=[CH:9][C:10]([C:31]([O:33][CH3:34])=[O:32])=[C:11]2[C:15]=1[N:14]=[C:13]1[N:16]([C:17]3[CH:18]=[N:19][C:20]([N:24]([CH3:26])[CH3:25])=[CH:21][C:22]=3[CH3:23])[CH2:29][CH2:28][CH2:27][N:12]21, predict the reactants needed to synthesize it. The reactants are: CS(Cl)(=O)=O.[Cl:6][C:7]1[C:15]2[N:14]=[C:13]([NH:16][C:17]3[CH:18]=[N:19][C:20]([N:24]([CH3:26])[CH3:25])=[CH:21][C:22]=3[CH3:23])[N:12]([CH2:27][CH2:28][CH2:29]O)[C:11]=2[C:10]([C:31]([O:33][CH3:34])=[O:32])=[CH:9][CH:8]=1.S([O-])(=O)(=O)C.C(=O)([O-])[O-].[K+].[K+]. (4) Given the product [CH3:16][N:10]1[C:11]2[C:7](=[CH:6][CH:5]=[C:4]([N+:1]([O-:3])=[O:2])[CH:12]=2)[C:8]([C:13]#[N:14])=[CH:9]1, predict the reactants needed to synthesize it. The reactants are: [N+:1]([C:4]1[CH:12]=[C:11]2[C:7]([C:8]([C:13]#[N:14])=[CH:9][NH:10]2)=[CH:6][CH:5]=1)([O-:3])=[O:2].[K].[CH3:16]C(C)([O-])C.CI.C(O)(=O)CC(CC(O)=O)(C(O)=O)O. (5) The reactants are: [CH3:1][C:2]1=[CH:3][CH2:4][C:5]([CH3:15])([CH3:14])[CH:6]=[CH:7][CH2:8][C:9]([CH3:13])=[CH:10][CH2:11][CH2:12]1.C[C@H]1[C@@]23CCC(=C)[C@@H]2[C@H]3[C@H](C(C)C)CC1.CC1[C@@H]2C[C@H](C(C)=C)CC[C@@]2(C)CCC=1.CC1C2CC(CCC2(C)CCC=1)=C(C)C.CC1CCC2[C@H]([C@H](C(C)C)CCC=2C)C=1.C[C@@H]1C2CC[C@H](C)C=2C[C@H](C(C)=C)CC1. Given the product [CH3:13][C:9]1=[CH:10][CH2:11][CH2:12][C:2]([CH3:1])=[CH:3][CH:4]=[C:6]([CH:5]([CH3:14])[CH3:15])[CH2:7][CH2:8]1, predict the reactants needed to synthesize it. (6) Given the product [F:33][C:17]1[C:16]2[O:5][N:4]=[C:2]([CH3:3])[C:1]=2[CH:24]=[C:19]([C:20]([O:22][CH3:23])=[O:21])[C:18]=1[NH:25][C:26]1[CH:31]=[CH:30][CH:29]=[CH:28][C:27]=1[F:32], predict the reactants needed to synthesize it. The reactants are: [CH3:1][C:2](=[N:4][OH:5])[CH3:3].CC([O-])(C)C.[K+].C(C1[C:16](F)=[C:17]([F:33])[C:18]([NH:25][C:26]2[CH:31]=[CH:30][CH:29]=[CH:28][C:27]=2[F:32])=[C:19]([CH:24]=1)[C:20]([O:22][CH3:23])=[O:21])(=O)C.